This data is from Reaction yield outcomes from USPTO patents with 853,638 reactions. The task is: Predict the reaction yield, written as a fraction of the theoretical maximum amount of product (1.0 means a 100% yield; for example, 0.34 means a 34% yield). (1) The reactants are [NH:1]1[C:9]2[C:4](=[CH:5][C:6]([C:10]([N:12]3[CH2:18][C:17]4([CH3:20])[CH2:19][CH:13]3[CH2:14][C:15]([CH3:22])([CH3:21])[CH2:16]4)=[O:11])=[CH:7][CH:8]=2)[CH:3]=[CH:2]1.C[Mg]I.Br[C:27]1[S:28][CH:29]=[CH:30][N:31]=1.O. The catalyst is C1C=CC=CC=1. The product is [S:28]1[CH:29]=[CH:30][N:31]=[C:27]1[C:3]1[C:4]2[C:9](=[CH:8][CH:7]=[C:6]([C:10]([N:12]3[CH2:18][C:17]4([CH3:20])[CH2:19][CH:13]3[CH2:14][C:15]([CH3:22])([CH3:21])[CH2:16]4)=[O:11])[CH:5]=2)[NH:1][CH:2]=1. The yield is 0.250. (2) The reactants are [OH:1][C:2]1[CH:10]=[CH:9][C:5]([C:6]([NH2:8])=[O:7])=[CH:4][CH:3]=1.C(=O)([O-])[O-].[K+].[K+].CN(C=O)C.Cl[CH2:23][CH2:24][CH:25]([O:29][CH2:30][CH3:31])[O:26][CH2:27][CH3:28]. The catalyst is O. The product is [CH2:27]([O:26][CH:25]([O:29][CH2:30][CH3:31])[CH2:24][CH2:23][O:1][C:2]1[CH:10]=[CH:9][C:5]([C:6]([NH2:8])=[O:7])=[CH:4][CH:3]=1)[CH3:28]. The yield is 0.890.